This data is from Reaction yield outcomes from USPTO patents with 853,638 reactions. The task is: Predict the reaction yield, written as a fraction of the theoretical maximum amount of product (1.0 means a 100% yield; for example, 0.34 means a 34% yield). (1) The reactants are [N+:1]([C:4]1[CH:5]=[CH:6][C:7]2[NH:12][CH2:11][CH2:10][S:9][C:8]=2[CH:13]=1)([O-:3])=[O:2].[Cl:14][CH2:15][CH2:16][CH2:17]I.[OH-].[Na+]. The catalyst is C(Cl)Cl.[Br-].C([N+](CCCC)(CCCC)CCCC)CCC.O. The product is [Cl:14][CH2:15][CH2:16][CH2:17][N:12]1[CH2:11][CH2:10][S:9][C:8]2[CH:13]=[C:4]([N+:1]([O-:3])=[O:2])[CH:5]=[CH:6][C:7]1=2. The yield is 0.470. (2) The reactants are Br[CH:2]1[CH:7](O)[CH:6]=[C:5]([C:9]2[CH:14]=[CH:13][N:12]=[CH:11][C:10]=2[N+:15]([O-:17])=[O:16])[CH2:4][CH:3]1[CH3:18].CC(C)([O-:22])C.[K+].[Cl-].[NH4+].[N-:27]=[N+:28]=[N-:29].[Na+]. The catalyst is C1COCC1.O. The product is [N:27]([CH:7]1[CH:6]=[C:5]([C:9]2[CH:14]=[CH:13][N:12]=[CH:11][C:10]=2[N+:15]([O-:17])=[O:16])[CH2:4][CH:3]([CH3:18])[CH:2]1[OH:22])=[N+:28]=[N-:29]. The yield is 0.550.